This data is from Full USPTO retrosynthesis dataset with 1.9M reactions from patents (1976-2016). The task is: Predict the reactants needed to synthesize the given product. (1) Given the product [NH2:18][C:16]1[S:17][CH:2]=[C:3]([C:5]2[CH:14]=[CH:13][C:8]([C:9]([O:11][CH3:12])=[O:10])=[CH:7][CH:6]=2)[N:15]=1, predict the reactants needed to synthesize it. The reactants are: Br[CH2:2][C:3]([C:5]1[CH:14]=[CH:13][C:8]([C:9]([O:11][CH3:12])=[O:10])=[CH:7][CH:6]=1)=O.[NH2:15][C:16]([NH2:18])=[S:17].C(=O)([O-])[O-].[Na+].[Na+].O. (2) Given the product [NH2:1][C:2](=[O:65])[C@@H:3]([NH:25][C:26](=[O:64])[C@@H:27]([NH:56][C:57]([O:59][C:60]([CH3:63])([CH3:62])[CH3:61])=[O:58])[CH2:28][CH2:29][NH:30][C:31]([O:33][C:34]1[CH:55]=[CH:54][C:37]([CH2:38][C@@H:39]([C:48]([OH:50])=[O:49])[NH:40][C:41]([O:43][C:44]([CH3:47])([CH3:46])[CH3:45])=[O:42])=[CH:36][CH:35]=1)=[O:32])[CH2:4][S:5][C:6]([C:13]1[CH:18]=[CH:17][CH:16]=[CH:15][CH:14]=1)([C:7]1[CH:12]=[CH:11][CH:10]=[CH:9][CH:8]=1)[C:19]1[CH:24]=[CH:23][CH:22]=[CH:21][CH:20]=1, predict the reactants needed to synthesize it. The reactants are: [NH2:1][C:2](=[O:65])[C@@H:3]([NH:25][C:26](=[O:64])[C@@H:27]([NH:56][C:57]([O:59][C:60]([CH3:63])([CH3:62])[CH3:61])=[O:58])[CH2:28][CH2:29][NH:30][C:31]([O:33][C:34]1[CH:55]=[CH:54][C:37]([CH2:38][C@@H:39]([C:48]([O:50]CC=C)=[O:49])[NH:40][C:41]([O:43][C:44]([CH3:47])([CH3:46])[CH3:45])=[O:42])=[CH:36][CH:35]=1)=[O:32])[CH2:4][S:5][C:6]([C:19]1[CH:24]=[CH:23][CH:22]=[CH:21][CH:20]=1)([C:13]1[CH:18]=[CH:17][CH:16]=[CH:15][CH:14]=1)[C:7]1[CH:12]=[CH:11][CH:10]=[CH:9][CH:8]=1.C(N(CC)CC)C.C(O)=O.